This data is from Full USPTO retrosynthesis dataset with 1.9M reactions from patents (1976-2016). The task is: Predict the reactants needed to synthesize the given product. (1) The reactants are: [Cl:1][C:2]1[CH:7]=[CH:6][C:5]([C:8]2[CH:13]=[CH:12][CH:11]=[C:10]([CH2:14][O:15][C:16]3[CH:17]=[C:18]4[C:22](=[CH:23][CH:24]=3)[C:21](=[O:25])[N:20]([CH:26]3[CH2:30][CH2:29][CH2:28][CH2:27]3)[CH2:19]4)[CH:9]=2)=[CH:4][C:3]=1[C:31]([O:33]C)=[O:32].[Li+].[OH-]. Given the product [Cl:1][C:2]1[CH:7]=[CH:6][C:5]([C:8]2[CH:13]=[CH:12][CH:11]=[C:10]([CH2:14][O:15][C:16]3[CH:17]=[C:18]4[C:22](=[CH:23][CH:24]=3)[C:21](=[O:25])[N:20]([CH:26]3[CH2:30][CH2:29][CH2:28][CH2:27]3)[CH2:19]4)[CH:9]=2)=[CH:4][C:3]=1[C:31]([OH:33])=[O:32], predict the reactants needed to synthesize it. (2) The reactants are: [CH3:1][O:2][C:3]1[CH:4]=[C:5]([CH2:11][CH2:12][N:13]2[C:17]3=[N:18][C:19]([C:22]4[CH:23]=[C:24]([CH:30]=[CH:31][CH:32]=4)[C:25]([O:27]CC)=[O:26])=[CH:20][CH:21]=[C:16]3[CH:15]=[CH:14]2)[CH:6]=[CH:7][C:8]=1[O:9][CH3:10].CO.[OH-].[Na+].Cl. Given the product [CH3:1][O:2][C:3]1[CH:4]=[C:5]([CH2:11][CH2:12][N:13]2[C:17]3=[N:18][C:19]([C:22]4[CH:23]=[C:24]([CH:30]=[CH:31][CH:32]=4)[C:25]([OH:27])=[O:26])=[CH:20][CH:21]=[C:16]3[CH:15]=[CH:14]2)[CH:6]=[CH:7][C:8]=1[O:9][CH3:10], predict the reactants needed to synthesize it. (3) Given the product [Cl:1][C:2]1[CH:7]=[CH:6][C:5]([CH2:8][CH:9]([NH:14][CH:20]=[O:21])[CH2:10][CH:11]([CH3:13])[CH3:12])=[CH:4][C:3]=1[O:15][CH2:16][CH2:17][O:18][CH3:19], predict the reactants needed to synthesize it. The reactants are: [Cl:1][C:2]1[CH:7]=[CH:6][C:5]([CH2:8][CH:9]([NH2:14])[CH2:10][CH:11]([CH3:13])[CH3:12])=[CH:4][C:3]=1[O:15][CH2:16][CH2:17][O:18][CH3:19].[CH:20](O)=[O:21].